This data is from Forward reaction prediction with 1.9M reactions from USPTO patents (1976-2016). The task is: Predict the product of the given reaction. (1) Given the reactants [Cl:1][C:2]1[CH:3]=[CH:4][C:5]([S:21]([CH2:24][CH3:25])(=[O:23])=[O:22])=[C:6]([CH:20]=1)[NH:7][N:8]1[C:17](=[O:18])[C:16]2[C:11](=[CH:12][CH:13]=[C:14](I)[CH:15]=2)[N:10]=[CH:9]1.[CH3:26][C:27]1(C)[C:31](C)(C)OB(C(C)=C)O1.C(=O)([O-])[O-].[K+].[K+].C1COCC1, predict the reaction product. The product is: [Cl:1][C:2]1[CH:3]=[CH:4][C:5]([S:21]([CH2:24][CH3:25])(=[O:23])=[O:22])=[C:6]([CH:20]=1)[NH:7][N:8]1[C:17](=[O:18])[C:16]2[C:11](=[CH:12][CH:13]=[C:14]([C:27]([CH3:31])=[CH2:26])[CH:15]=2)[N:10]=[CH:9]1. (2) Given the reactants [NH2:1][C:2]1[C:10]2[C:5](=[CH:6][N:7]=[CH:8][CH:9]=2)[S:4][C:3]=1[CH2:11][OH:12].N1C=CN=C1.[CH3:18][C:19]([Si:22](Cl)([CH3:24])[CH3:23])([CH3:21])[CH3:20], predict the reaction product. The product is: [Si:22]([O:12][CH2:11][C:3]1[S:4][C:5]2=[CH:6][N:7]=[CH:8][CH:9]=[C:10]2[C:2]=1[NH2:1])([C:19]([CH3:21])([CH3:20])[CH3:18])([CH3:24])[CH3:23]. (3) The product is: [Cl:16][C:3]1[C:2]([C:20]2[CH:21]=[N:22][CH:23]=[C:18]([F:17])[CH:19]=2)=[CH:11][CH:10]=[C:9]2[C:4]=1[CH2:5][CH2:6][C:7]1[N:8]2[C:12]([CH3:15])=[N:13][N:14]=1. Given the reactants Br[C:2]1[C:3]([Cl:16])=[C:4]2[C:9](=[CH:10][CH:11]=1)[N:8]1[C:12]([CH3:15])=[N:13][N:14]=[C:7]1[CH2:6][CH2:5]2.[F:17][C:18]1[CH:19]=[C:20](B(O)O)[CH:21]=[N:22][CH:23]=1.O1CCOCC1.C(=O)([O-])[O-].[Na+].[Na+], predict the reaction product. (4) Given the reactants [C:1]([C:5]1[CH:9]=[C:8]([NH2:10])[N:7]([C:11]2[CH:16]=[CH:15][CH:14]=[CH:13][C:12]=2[C:17]([F:20])([F:19])[F:18])[N:6]=1)([CH3:4])([CH3:3])[CH3:2].Cl[C:22]([O:24][C:25]1[CH:30]=[CH:29][CH:28]=[CH:27][CH:26]=1)=[O:23], predict the reaction product. The product is: [C:1]([C:5]1[CH:9]=[C:8]([NH:10][C:22](=[O:23])[O:24][C:25]2[CH:30]=[CH:29][CH:28]=[CH:27][CH:26]=2)[N:7]([C:11]2[CH:16]=[CH:15][CH:14]=[CH:13][C:12]=2[C:17]([F:19])([F:20])[F:18])[N:6]=1)([CH3:4])([CH3:2])[CH3:3]. (5) Given the reactants [F:1][C:2]1[CH:16]=[CH:15][C:5]([CH:6]=[CH:7][C:8]2[CH:9]=[N:10][C:11]([NH2:14])=[N:12][CH:13]=2)=[CH:4][C:3]=1[O:17]C.Br[C:20]1[CH:25]=[CH:24][C:23]([S:26]([CH:29]2[CH2:34][CH2:33][N:32](C(OC(C)(C)C)=O)[CH2:31][CH2:30]2)(=[O:28])=[O:27])=[CH:22][CH:21]=1.CC1(C)C2C(=C(P(C3C=CC=CC=3)C3C=CC=CC=3)C=CC=2)OC2C(P(C3C=CC=CC=3)C3C=CC=CC=3)=CC=CC1=2.C(=O)([O-])[O-].[Cs+].[Cs+], predict the reaction product. The product is: [F:1][C:2]1[CH:16]=[CH:15][C:5]([CH:6]=[CH:7][C:8]2[CH:9]=[N:10][C:11]([NH:14][C:20]3[CH:25]=[CH:24][C:23]([S:26]([CH:29]4[CH2:34][CH2:33][NH:32][CH2:31][CH2:30]4)(=[O:27])=[O:28])=[CH:22][CH:21]=3)=[N:12][CH:13]=2)=[CH:4][C:3]=1[OH:17].